From a dataset of NCI-60 drug combinations with 297,098 pairs across 59 cell lines. Regression. Given two drug SMILES strings and cell line genomic features, predict the synergy score measuring deviation from expected non-interaction effect. (1) Drug 1: CS(=O)(=O)C1=CC(=C(C=C1)C(=O)NC2=CC(=C(C=C2)Cl)C3=CC=CC=N3)Cl. Drug 2: CCC1=C2CN3C(=CC4=C(C3=O)COC(=O)C4(CC)O)C2=NC5=C1C=C(C=C5)O. Cell line: A498. Synergy scores: CSS=27.1, Synergy_ZIP=-8.86, Synergy_Bliss=5.56, Synergy_Loewe=-3.44, Synergy_HSA=5.98. (2) Drug 1: C1=C(C(=O)NC(=O)N1)F. Drug 2: N.N.Cl[Pt+2]Cl. Cell line: SNB-19. Synergy scores: CSS=28.7, Synergy_ZIP=2.87, Synergy_Bliss=1.95, Synergy_Loewe=-2.73, Synergy_HSA=0.154.